From a dataset of Forward reaction prediction with 1.9M reactions from USPTO patents (1976-2016). Predict the product of the given reaction. Given the reactants [N+:1]([CH2:4][C:5]([O:7][CH2:8][CH3:9])=[O:6])([O-:3])=O.[C:10]1([CH2:16][CH2:17][O:18][CH2:19][C:20]#[CH:21])[CH:15]=[CH:14][CH:13]=[CH:12][CH:11]=1.N12CCN(CC1)CC2.Cl, predict the reaction product. The product is: [C:10]1([CH2:16][CH2:17][O:18][CH2:19][C:20]2[O:3][N:1]=[C:4]([C:5]([O:7][CH2:8][CH3:9])=[O:6])[CH:21]=2)[CH:15]=[CH:14][CH:13]=[CH:12][CH:11]=1.